From a dataset of Forward reaction prediction with 1.9M reactions from USPTO patents (1976-2016). Predict the product of the given reaction. Given the reactants Br[C:2]1[C:11]2[C:6](=[CH:7][C:8]([CH3:12])=[CH:9][CH:10]=2)[CH:5]=[CH:4][C:3]=1[CH3:13].C([Li])CCC.CN(C)[CH:21]=[O:22].[Cl-].[NH4+], predict the reaction product. The product is: [CH3:13][C:3]1[CH:4]=[CH:5][C:6]2[C:11](=[CH:10][CH:9]=[C:8]([CH3:12])[CH:7]=2)[C:2]=1[CH:21]=[O:22].